Dataset: hERG potassium channel inhibition data for cardiac toxicity prediction from Karim et al.. Task: Regression/Classification. Given a drug SMILES string, predict its toxicity properties. Task type varies by dataset: regression for continuous values (e.g., LD50, hERG inhibition percentage) or binary classification for toxic/non-toxic outcomes (e.g., AMES mutagenicity, cardiotoxicity, hepatotoxicity). Dataset: herg_karim. (1) The drug is Cc1nc2ccc(Oc3ccc(F)cc3)cc2c(=O)n1CC1CCCN(C(C)C)C1. The result is 1 (blocker). (2) The compound is COc1cc(/C=C/c2nc3cc(Br)ccc3c(=O)[nH]2)ccc1-n1cnc(C)c1. The result is 0 (non-blocker). (3) The compound is CCC(C)(C)Cc1cnc(CCc2ccc(-c3ccccn3)cc2)[nH]1. The result is 1 (blocker). (4) The drug is COc1ccc(-c2noc(C3=CC4(CCN(CCS(N)(=O)=O)CC4)c4ccccc43)n2)cc1. The result is 0 (non-blocker). (5) The drug is CC(C)C(=O)NC1CCc2ccc(CCN3CCN(c4nsc5ccccc45)CC3)cc21. The result is 1 (blocker). (6) The drug is Cn1cnc(S(=O)(=O)NCCN2CC3CN(CCOc4ccc(C#N)cc4)CC(C2)O3)c1. The result is 0 (non-blocker). (7) The result is 1 (blocker). The drug is Cc1c2c(n3c1CCCN1CCC[C@@H]1CNc1cc-3ccc1C(N)=O)CC(C)(C)CC2=O.